From a dataset of Catalyst prediction with 721,799 reactions and 888 catalyst types from USPTO. Predict which catalyst facilitates the given reaction. (1) Reactant: [CH:1]1([C:4]2[N:9]=[CH:8][C:7]([NH:10][S:11]([C:14]3[CH:19]=[CH:18][C:17]([O:20][CH2:21][C:22]4[C:23]([CH3:28])=[N:24][O:25][C:26]=4[CH3:27])=[CH:16][CH:15]=3)(=[O:13])=[O:12])=[CH:6][N:5]=2)[CH2:3][CH2:2]1.[C:29](N=C(N(C)C)N(C)C)([CH3:32])([CH3:31])[CH3:30].BrCC(C)C. Product: [CH:1]1([C:4]2[N:9]=[CH:8][C:7]([N:10]([CH2:30][CH:29]([CH3:32])[CH3:31])[S:11]([C:14]3[CH:15]=[CH:16][C:17]([O:20][CH2:21][C:22]4[C:23]([CH3:28])=[N:24][O:25][C:26]=4[CH3:27])=[CH:18][CH:19]=3)(=[O:12])=[O:13])=[CH:6][N:5]=2)[CH2:2][CH2:3]1. The catalyst class is: 47. (2) Product: [Cl:15][C:14]1[C:13]2[C:8](=[CH:9][CH:10]=[C:11]([C:16](=[O:28])[C:17]3[CH:22]=[CH:21][C:20]([O:23][C:24]([F:26])([F:27])[F:25])=[CH:19][CH:18]=3)[CH:12]=2)[N:7]([C:29]2[CH:34]=[CH:33][C:32]([O:35][CH:36]3[CH2:40][CH2:39][CH2:38][CH2:37]3)=[CH:31][CH:30]=2)[C:6]=1[C:4]([OH:5])=[O:3]. The catalyst class is: 127. Reactant: C([O:3][C:4]([C:6]1[N:7]([C:29]2[CH:34]=[CH:33][C:32]([O:35][CH:36]3[CH2:40][CH2:39][CH2:38][CH2:37]3)=[CH:31][CH:30]=2)[C:8]2[C:13]([C:14]=1[Cl:15])=[CH:12][C:11]([C:16](=[O:28])[C:17]1[CH:22]=[CH:21][C:20]([O:23][C:24]([F:27])([F:26])[F:25])=[CH:19][CH:18]=1)=[CH:10][CH:9]=2)=[O:5])C.[OH-].[Na+].Cl. (3) Reactant: Br[C:2]1[CH:3]=[C:4]([NH:10][C@H:11]([CH2:15][C:16]2[CH:21]=[CH:20][CH:19]=[CH:18][CH:17]=2)[C:12]([NH2:14])=[O:13])[CH:5]=[CH:6][C:7]=1[C:8]#[N:9].Cl.[NH2:23][C:24]1[S:28][N:27]=[C:26]([CH3:29])[CH:25]=1.C1C=CC(P(C2C(C3C(P(C4C=CC=CC=4)C4C=CC=CC=4)=CC=C4C=3C=CC=C4)=C3C(C=CC=C3)=CC=2)C2C=CC=CC=2)=CC=1.C([O-])([O-])=O.[K+].[K+]. Product: [C:8]([C:7]1[CH:6]=[CH:5][C:4]([NH:10][C@H:11]([CH2:15][C:16]2[CH:21]=[CH:20][CH:19]=[CH:18][CH:17]=2)[C:12]([NH2:14])=[O:13])=[CH:3][C:2]=1[NH:23][C:24]1[S:28][N:27]=[C:26]([CH3:29])[CH:25]=1)#[N:9]. The catalyst class is: 231.